Task: Predict the reactants needed to synthesize the given product.. Dataset: Full USPTO retrosynthesis dataset with 1.9M reactions from patents (1976-2016) (1) Given the product [N+:5]([CH2:8][CH2:9][C:10]([C:21]1[CH:26]=[CH:25][CH:24]=[CH:23][CH:22]=1)=[O:11])([O-:7])=[O:6], predict the reactants needed to synthesize it. The reactants are: [Al+3].[Cl-].[Cl-].[Cl-].[N+:5]([CH2:8][CH2:9][C:10](Cl)=[O:11])([O-:7])=[O:6].C([C:21]1[CH:26]=[CH:25][CH:24]=[CH:23][CH:22]=1)CCCCCCC.Cl. (2) Given the product [Cl:20][C:19]1[CH:24]=[C:25]([O:33][CH3:34])[C:26]([I:22])=[CH:27][C:28]=1[CH3:29], predict the reactants needed to synthesize it. The reactants are: [B-](F)(F)(F)F.[B-](F)(F)(F)F.C1[N+]2([CH2:19][Cl:20])CC[N+](F)(CC2)C1.[I:22]I.[CH3:24][CH2:25][CH2:26][CH2:27][CH2:28][CH2:29]C.CC[O:33][CH2:34]C. (3) Given the product [Br:20][C:21]1[N:26]=[C:25]([C:9]([N:5]2[CH2:6][CH2:7][CH2:8][C:3]([OH:16])([C:2]([F:1])([F:17])[F:18])[CH2:4]2)=[O:11])[CH:24]=[CH:23][CH:22]=1, predict the reactants needed to synthesize it. The reactants are: [F:1][C:2]([F:18])([F:17])[C:3]1([OH:16])[CH2:8][CH2:7][CH2:6][N:5]([C:9]([O:11]C(C)(C)C)=O)[CH2:4]1.Cl.[Br:20][C:21]1[N:26]=[C:25](C(O)=O)[CH:24]=[CH:23][CH:22]=1.C(N(CC)C(C)C)(C)C.CN(C(ON1N=NC2C=CC=CC1=2)=[N+](C)C)C.F[P-](F)(F)(F)(F)F. (4) The reactants are: [O:1]=[S:2]1(=[O:16])[CH2:7][CH2:6][N:5]([C:8]([CH3:15])([CH3:14])[CH2:9][NH:10]C(=O)C)[CH2:4][CH2:3]1.[OH-].[Na+]. Given the product [NH2:10][CH2:9][C:8]([N:5]1[CH2:4][CH2:3][S:2](=[O:16])(=[O:1])[CH2:7][CH2:6]1)([CH3:15])[CH3:14], predict the reactants needed to synthesize it. (5) Given the product [NH2:1][C:2]1[N:7]=[CH:6][C:5]([C:8]([NH2:35])=[O:10])=[CH:4][C:3]=1[O:11][CH2:12][CH:13]1[C:17]([F:18])([F:19])[CH2:16][N:15]([C:20](=[O:33])[CH2:21][C:22]2[CH:23]=[CH:24][C:25]([O:28][C:29]([F:31])([F:30])[F:32])=[CH:26][CH:27]=2)[CH2:14]1, predict the reactants needed to synthesize it. The reactants are: [NH2:1][C:2]1[N:7]=[CH:6][C:5]([C:8]([OH:10])=O)=[CH:4][C:3]=1[O:11][CH2:12][CH:13]1[C:17]([F:19])([F:18])[CH2:16][N:15]([C:20](=[O:33])[CH2:21][C:22]2[CH:27]=[CH:26][C:25]([O:28][C:29]([F:32])([F:31])[F:30])=[CH:24][CH:23]=2)[CH2:14]1.[Cl-].[NH4+:35]. (6) Given the product [O:22]1[CH2:4][CH2:5][N:1]([CH2:6][C:7]2[N:12]=[C:11]([NH2:13])[CH:10]=[CH:9][CH:8]=2)[CH2:2][CH2:3]1, predict the reactants needed to synthesize it. The reactants are: [N:1]1([CH2:6][C:7]2[N:12]=[C:11]([NH:13]C(=O)OC(C)(C)C)[CH:10]=[CH:9][CH:8]=2)[CH2:5][CH2:4][CH2:3][CH2:2]1.C(O)(C(F)(F)F)=[O:22]. (7) Given the product [NH2:25][C:11]1[C:10]([C:8]2[S:9][C:5]3[CH:4]=[CH:3][C:2]([NH:1][C:35]([NH:34][C:32]4[CH:31]=[CH:30][C:29]([F:37])=[C:28]([Cl:27])[CH:33]=4)=[O:36])=[CH:26][C:6]=3[CH:7]=2)=[CH:15][C:14]([B:16]2[O:20][C:19]([CH3:22])([CH3:21])[C:18]([CH3:24])([CH3:23])[O:17]2)=[CH:13][N:12]=1, predict the reactants needed to synthesize it. The reactants are: [NH2:1][C:2]1[CH:3]=[CH:4][C:5]2[S:9][C:8]([C:10]3[C:11]([NH2:25])=[N:12][CH:13]=[C:14]([B:16]4[O:20][C:19]([CH3:22])([CH3:21])[C:18]([CH3:24])([CH3:23])[O:17]4)[CH:15]=3)=[CH:7][C:6]=2[CH:26]=1.[Cl:27][C:28]1[CH:33]=[C:32]([N:34]=[C:35]=[O:36])[CH:31]=[CH:30][C:29]=1[F:37].